Predict the product of the given reaction. From a dataset of Forward reaction prediction with 1.9M reactions from USPTO patents (1976-2016). (1) The product is: [Cl:1][C:2]1[C:7]2[C:8](=[O:24])[N:9]([CH2:13][C:14]3[CH:19]=[CH:18][C:17]([O:20][CH3:21])=[CH:16][C:15]=3[O:22][CH3:23])[C:10]([CH3:12])([CH3:11])[C:6]=2[C:5]([F:25])=[C:4]([NH:27][C@@H:28]2[CH2:33][CH2:32][CH2:31][CH2:30][C@@H:29]2[NH:34][C:35](=[O:41])[O:36][C:37]([CH3:39])([CH3:38])[CH3:40])[N:3]=1. Given the reactants [Cl:1][C:2]1[C:7]2[C:8](=[O:24])[N:9]([CH2:13][C:14]3[CH:19]=[CH:18][C:17]([O:20][CH3:21])=[CH:16][C:15]=3[O:22][CH3:23])[C:10]([CH3:12])([CH3:11])[C:6]=2[C:5]([F:25])=[C:4](Cl)[N:3]=1.[NH2:27][C@@H:28]1[CH2:33][CH2:32][CH2:31][CH2:30][C@@H:29]1[NH:34][C:35](=[O:41])[O:36][C:37]([CH3:40])([CH3:39])[CH3:38].C(N(C(C)C)C(C)C)C, predict the reaction product. (2) Given the reactants CON(C)[C:4]([C:6]1[N:7]=[CH:8][N:9]([C:11]2[CH:16]=[CH:15][CH:14]=[C:13]([C:17]3[C:18]([F:23])=[N:19][CH:20]=[CH:21][CH:22]=3)[CH:12]=2)[CH:10]=1)=[O:5].Br[C:26]1[CH:31]=[CH:30][C:29]([O:32][CH3:33])=[CH:28][CH:27]=1, predict the reaction product. The product is: [F:23][C:18]1[C:17]([C:13]2[CH:12]=[C:11]([N:9]3[CH:10]=[C:6]([C:4]([C:26]4[CH:31]=[CH:30][C:29]([O:32][CH3:33])=[CH:28][CH:27]=4)=[O:5])[N:7]=[CH:8]3)[CH:16]=[CH:15][CH:14]=2)=[CH:22][CH:21]=[CH:20][N:19]=1. (3) Given the reactants C([N:4]1[C:13]2[C:12]3=[N:14][C:15]([CH3:18])=[C:16]([Br:17])[N:11]3[CH:10]=[CH:9][C:8]=2[C@@H:7]([O:19][CH2:20][CH2:21][O:22][CH3:23])[C@H:6]([O:24]C(=O)C(C)(C)C)[C@H:5]1[C:31]1[CH:36]=[CH:35][CH:34]=[CH:33][CH:32]=1)(=O)C.[OH-].[K+].O.NN, predict the reaction product. The product is: [Br:17][C:16]1[N:11]2[CH:10]=[CH:9][C:8]3[C@@H:7]([O:19][CH2:20][CH2:21][O:22][CH3:23])[C@H:6]([OH:24])[C@@H:5]([C:31]4[CH:36]=[CH:35][CH:34]=[CH:33][CH:32]=4)[NH:4][C:13]=3[C:12]2=[N:14][C:15]=1[CH3:18]. (4) Given the reactants [N:1]1([C:11]([O:13][C:14]([CH3:17])([CH3:16])[CH3:15])=[O:12])[CH2:6][CH2:5][O:4][CH:3]([C:7]([O:9][CH3:10])=[O:8])[CH2:2]1.[Li+].C[Si]([N-][Si](C)(C)C)(C)C.Cl[CH2:29][O:30][CH2:31][CH2:32][Si:33]([CH3:36])([CH3:35])[CH3:34], predict the reaction product. The product is: [CH3:34][Si:33]([CH3:36])([CH3:35])[CH2:32][CH2:31][O:30][CH2:29][C:3]1([C:7]([O:9][CH3:10])=[O:8])[O:4][CH2:5][CH2:6][N:1]([C:11]([O:13][C:14]([CH3:17])([CH3:16])[CH3:15])=[O:12])[CH2:2]1. (5) Given the reactants [C:1]([OH:6])(=[O:5])[CH:2]([CH3:4])[OH:3].[OH-].[Ca+2:8].[OH-].[O-2].[Ca+2], predict the reaction product. The product is: [C:1]([O-:6])(=[O:5])[CH:2]([CH3:4])[OH:3].[Ca+2:8].[C:1]([O-:6])(=[O:5])[CH:2]([CH3:4])[OH:3]. (6) Given the reactants [CH3:1][C:2]1([CH3:15])[CH2:7][CH2:6][CH2:5][C:4](=O)[CH:3]1[CH2:9][C:10]([O:12]CC)=[O:11].[BH4-].[Na+], predict the reaction product. The product is: [CH3:15][C:2]1([CH3:1])[CH:3]2[CH2:9][C:10](=[O:11])[O:12][CH:4]2[CH2:5][CH2:6][CH2:7]1.